This data is from hERG potassium channel inhibition data for cardiac toxicity prediction from Karim et al.. The task is: Regression/Classification. Given a drug SMILES string, predict its toxicity properties. Task type varies by dataset: regression for continuous values (e.g., LD50, hERG inhibition percentage) or binary classification for toxic/non-toxic outcomes (e.g., AMES mutagenicity, cardiotoxicity, hepatotoxicity). Dataset: herg_karim. (1) The compound is Cn1nc(NCC(=O)NC2CN(C3CCC(CO)CC3)C2)c2cc(C(F)(F)F)ccc21. The result is 0 (non-blocker). (2) The drug is N#Cc1c(Cl)cccc1OC[C@H](O)CN1CCC[C@H]1Cc1ccccc1. The result is 1 (blocker). (3) The compound is O=C(CC1CCN(Cc2ccn(-c3ccc(C(F)(F)F)cc3)c2)CC1)NC(c1ccc(F)cc1)c1ccc(=O)[nH]c1. The result is 0 (non-blocker). (4) The drug is NC(=O)Nc1ccc(O)cc1OC[C@@H](O)CN1CCC2(CC1)Cc1cc(Cl)ccc1O2. The result is 1 (blocker). (5) The compound is NC1=NC2(CO1)c1cc(-c3cnc4[nH]ccc4c3)ccc1OCC21CC1. The result is 1 (blocker). (6) The molecule is CCCCCCC[N+](CC)(CC)C/C=C/Cc1ccc(Cl)cc1.[I-]. The result is 1 (blocker). (7) The result is 0 (non-blocker). The molecule is CC1(C)Oc2ccc(NC(=O)c3cnc(C(F)F)cn3)cc2[C@@]2(COC(N)=N2)C12CC2.